This data is from Reaction yield outcomes from USPTO patents with 853,638 reactions. The task is: Predict the reaction yield, written as a fraction of the theoretical maximum amount of product (1.0 means a 100% yield; for example, 0.34 means a 34% yield). The reactants are [C:1]([C:4]1[C:12]2[C:11]([N:13]3[CH2:16][CH2:15][C@H:14]3[C:17]3[N:22]([C:23]4[CH:28]=[CH:27][C:26]([F:29])=[CH:25][CH:24]=4)[C:21](=[O:30])[C:20]4=[C:31]([Cl:34])[CH:32]=[CH:33][N:19]4[N:18]=3)=[N:10][CH:9]=[N:8][C:7]=2[N:6](COCC[Si](C)(C)C)[CH:5]=1)(=[O:3])[CH3:2]. The catalyst is C(O)(C(F)(F)F)=O. The product is [C:1]([C:4]1[C:12]2[C:11]([N:13]3[CH2:16][CH2:15][C@H:14]3[C:17]3[N:22]([C:23]4[CH:24]=[CH:25][C:26]([F:29])=[CH:27][CH:28]=4)[C:21](=[O:30])[C:20]4=[C:31]([Cl:34])[CH:32]=[CH:33][N:19]4[N:18]=3)=[N:10][CH:9]=[N:8][C:7]=2[NH:6][CH:5]=1)(=[O:3])[CH3:2]. The yield is 0.190.